From a dataset of Forward reaction prediction with 1.9M reactions from USPTO patents (1976-2016). Predict the product of the given reaction. (1) Given the reactants [C:1]([N:8]([CH3:28])[CH:9]1[CH2:14][CH2:13][CH:12]([NH:15][CH2:16][C:17]2[CH:18]=[C:19](B(O)O)[CH:20]=[CH:21][C:22]=2[O:23][CH3:24])[CH2:11][CH2:10]1)([O:3][C:4]([CH3:7])([CH3:6])[CH3:5])=[O:2].Br[C:30]1[CH:35]=[CH:34][C:33]([N:36]([CH3:39])[CH:37]=[O:38])=[CH:32][CH:31]=1, predict the reaction product. The product is: [C:4]([O:3][C:1](=[O:2])[N:8]([CH:9]1[CH2:14][CH2:13][CH:12]([NH:15][CH2:16][C:17]2[CH:18]=[C:19]([C:30]3[CH:35]=[CH:34][C:33]([N:36]([CH:37]=[O:38])[CH3:39])=[CH:32][CH:31]=3)[CH:20]=[CH:21][C:22]=2[O:23][CH3:24])[CH2:11][CH2:10]1)[CH3:28])([CH3:7])([CH3:6])[CH3:5]. (2) Given the reactants [N+:1]([C:4]1[NH:8][N:7]=[C:6]([C:9]([OH:11])=O)[CH:5]=1)([O-:3])=[O:2].CCN=C=NCCCN(C)C.C1C=CC2N(O)N=NC=2C=1.O[N:34]=[C:35]([C:37]1[CH:42]=[CH:41][C:40]([O:43][C:44]([F:47])([F:46])[F:45])=[CH:39][CH:38]=1)[NH2:36], predict the reaction product. The product is: [N+:1]([C:4]1[NH:8][N:7]=[C:6]([C:9]2[O:11][N:36]=[C:35]([C:37]3[CH:38]=[CH:39][C:40]([O:43][C:44]([F:45])([F:46])[F:47])=[CH:41][CH:42]=3)[N:34]=2)[CH:5]=1)([O-:3])=[O:2]. (3) Given the reactants [I:1][C@H:2]1[C@@H:15]([OH:16])[C@H:14]([OH:17])[C@@H:13]([CH2:18][OH:19])[O:12][C@@H:3]1[O:4][Si](CC)(CC)CC.C([Si](CC)(CC)O[C@@H]1O[C@H](CO)[C@@H](O)[C@H](O)[C@@H]1I)C.O.FC(F)(F)C(O)=O, predict the reaction product. The product is: [I:1][C@@H:2]([C@H:15]([C@@H:14]([C@@H:13]([CH2:18][OH:19])[OH:12])[OH:17])[OH:16])[CH:3]=[O:4]. (4) Given the reactants [C:1]([C:3]1[CH:4]=[C:5]([S:9]([NH2:12])(=[O:11])=[O:10])[CH:6]=[CH:7][CH:8]=1)#[N:2].[NH2:13][OH:14], predict the reaction product. The product is: [OH:14][NH:13][C:1]([C:3]1[CH:8]=[CH:7][CH:6]=[C:5]([S:9](=[O:11])(=[O:10])[NH2:12])[CH:4]=1)=[NH:2]. (5) Given the reactants [CH2:1]([O:3][C:4]([C@H:6]1[CH2:11][CH2:10][CH2:9][N:8]([CH2:12][C@@H:13]([O:22][Si:23]([C:26]([CH3:29])([CH3:28])[CH3:27])([CH3:25])[CH3:24])[C:14]2[CH:19]=[CH:18][C:17]([C:20]#[N:21])=[CH:16][CH:15]=2)[CH2:7]1)=[O:5])[CH3:2].[NH2:30][OH:31], predict the reaction product. The product is: [Si:23]([O:22][C@@H:13]([C:14]1[CH:15]=[CH:16][C:17](/[C:20](=[N:30]/[OH:31])/[NH2:21])=[CH:18][CH:19]=1)[CH2:12][N:8]1[CH2:9][CH2:10][CH2:11][C@H:6]([C:4]([O:3][CH2:1][CH3:2])=[O:5])[CH2:7]1)([C:26]([CH3:28])([CH3:27])[CH3:29])([CH3:25])[CH3:24]. (6) Given the reactants [CH3:1][C:2](=[O:7])[CH2:3][CH2:4][CH:5]=[CH2:6].[F:8][C:9]([F:19])([F:18])[C:10]1[CH:15]=[CH:14][C:13]([Mg]Br)=[CH:12][CH:11]=1, predict the reaction product. The product is: [F:8][C:9]([F:19])([F:18])[C:10]1[CH:15]=[CH:14][C:13]([C:2]([OH:7])([CH2:3][CH2:4][CH:5]=[CH2:6])[CH3:1])=[CH:12][CH:11]=1. (7) The product is: [F:1][C:2]1[CH:11]=[C:10]([F:12])[CH:9]=[C:8]2[C:3]=1[C:4]([NH:20][C:21]1[CH:22]=[C:23]([N:28]3[CH2:33][CH2:32][O:31][CH2:30][CH2:29]3)[N:24]=[CH:25][C:26]=1[C:41]1[CH:40]=[N:39][C:38]([NH:37][C:34](=[O:36])[CH3:35])=[CH:43][CH:42]=1)=[C:5]([CH3:19])[C:6]([C:13]1[CH:18]=[CH:17][CH:16]=[CH:15][N:14]=1)=[N:7]2. Given the reactants [F:1][C:2]1[CH:11]=[C:10]([F:12])[CH:9]=[C:8]2[C:3]=1[C:4]([NH:20][C:21]1[C:26](I)=[CH:25][N:24]=[C:23]([N:28]3[CH2:33][CH2:32][O:31][CH2:30][CH2:29]3)[CH:22]=1)=[C:5]([CH3:19])[C:6]([C:13]1[CH:18]=[CH:17][CH:16]=[CH:15][N:14]=1)=[N:7]2.[C:34]([NH:37][C:38]1[CH:43]=[CH:42][C:41](B2OC(C)(C)C(C)(C)O2)=[CH:40][N:39]=1)(=[O:36])[CH3:35].C1(P(C2CCCCC2)C2CCCCC2)CCCCC1.[O-]P([O-])([O-])=O.[K+].[K+].[K+], predict the reaction product.